From a dataset of Reaction yield outcomes from USPTO patents with 853,638 reactions. Predict the reaction yield, written as a fraction of the theoretical maximum amount of product (1.0 means a 100% yield; for example, 0.34 means a 34% yield). (1) The reactants are [C:1]([C:3]1[CH:4]=[C:5]2[C:9](=[CH:10][CH:11]=1)[N:8]([CH:12]1[CH2:17][CH2:16][CH2:15][CH2:14][O:13]1)[N:7]=[C:6]2[C:18]1[CH:19]=[C:20]2[C:25](=[CH:26][CH:27]=1)[CH:24]=[C:23]([C:28](O)=[O:29])[CH:22]=[CH:21]2)#[N:2].C1C=CC2N(O)N=NC=2C=1.CCN=C=NCCCN(C)C.[NH2:52][CH2:53][CH2:54][N:55]1[CH2:59][CH2:58][CH2:57][CH2:56]1. The catalyst is CN(C=O)C.O. The product is [N:55]1([CH2:54][CH2:53][NH:52][C:28]([C:23]2[CH:22]=[CH:21][C:20]3[C:25](=[CH:26][CH:27]=[C:18]([C:6]4[C:5]5[C:9](=[CH:10][CH:11]=[C:3]([C:1]#[N:2])[CH:4]=5)[N:8]([CH:12]5[CH2:17][CH2:16][CH2:15][CH2:14][O:13]5)[N:7]=4)[CH:19]=3)[CH:24]=2)=[O:29])[CH2:59][CH2:58][CH2:57][CH2:56]1. The yield is 0.960. (2) The reactants are [NH2:1][C@H:2]([CH2:5][O:6][C:7]1[CH:12]=[CH:11][C:10]([C:13]2[CH:18]=[CH:17][C:16]([O:19][C:20]([F:23])([F:22])[F:21])=[CH:15][CH:14]=2)=[CH:9][CH:8]=1)[CH2:3][OH:4].[CH:24](=O)[C:25]1[CH:30]=[CH:29][C:28]([O:31][CH3:32])=[CH:27][CH:26]=1.CCCCCCC. The catalyst is C1(C)C=CC=CC=1. The product is [CH3:32][O:31][C:28]1[CH:29]=[CH:30][C:25](/[CH:24]=[N:1]/[C@H:2]([CH2:5][O:6][C:7]2[CH:8]=[CH:9][C:10]([C:13]3[CH:18]=[CH:17][C:16]([O:19][C:20]([F:21])([F:22])[F:23])=[CH:15][CH:14]=3)=[CH:11][CH:12]=2)[CH2:3][OH:4])=[CH:26][CH:27]=1. The yield is 0.976. (3) The product is [CH3:1][N:2]([CH2:3][CH2:4][CH2:5][NH:6][S:7]([C:10]1[CH:15]=[C:14]([S:16]([C:19]2[CH:20]=[CH:21][CH:22]=[CH:23][CH:24]=2)(=[O:17])=[O:18])[CH:13]=[CH:12][C:11]=1[C:25]([F:28])([F:27])[F:26])(=[O:9])=[O:8])[C:34]([NH:36][CH:37]1[CH2:42][CH2:41][N:40]([C:43]([O:45][C:46]([CH3:49])([CH3:48])[CH3:47])=[O:44])[CH2:39][CH2:38]1)=[O:35]. The reactants are [CH3:1][NH:2][CH2:3][CH2:4][CH2:5][NH:6][S:7]([C:10]1[CH:15]=[C:14]([S:16]([C:19]2[CH:24]=[CH:23][CH:22]=[CH:21][CH:20]=2)(=[O:18])=[O:17])[CH:13]=[CH:12][C:11]=1[C:25]([F:28])([F:27])[F:26])(=[O:9])=[O:8].N1([C:34]([NH:36][CH:37]2[CH2:42][CH2:41][N:40]([C:43]([O:45][C:46]([CH3:49])([CH3:48])[CH3:47])=[O:44])[CH2:39][CH2:38]2)=[O:35])C=CN=C1. The yield is 0.770. The catalyst is ClCCl. (4) The reactants are NO.[C:3]([C:6]1[CH:35]=[CH:34][C:9]([O:10][CH2:11][C:12]2[CH:17]=[CH:16][C:15]([CH:18]([O:27][CH:28]3[CH2:33][CH2:32][CH2:31][CH2:30][O:29]3)[C:19]3[CH:20]=[C:21]([CH:24]=[CH:25][CH:26]=3)[C:22]#[N:23])=[CH:14][CH:13]=2)=[C:8]([CH2:36][CH2:37][CH3:38])[C:7]=1[OH:39])(=[O:5])[CH3:4].[N:40]1C=CC=CC=1.Cl[C:47]([O:49]CC(CC)CCCC)=[O:48]. The catalyst is C(O)C.Cl.CO.O. The product is [C:3]([C:6]1[CH:35]=[CH:34][C:9]([O:10][CH2:11][C:12]2[CH:17]=[CH:16][C:15]([CH:18]([O:27][CH:28]3[CH2:33][CH2:32][CH2:31][CH2:30][O:29]3)[C:19]3[CH:20]=[C:21]([C:22]4[NH:40][C:47](=[O:48])[O:49][N:23]=4)[CH:24]=[CH:25][CH:26]=3)=[CH:14][CH:13]=2)=[C:8]([CH2:36][CH2:37][CH3:38])[C:7]=1[OH:39])(=[O:5])[CH3:4]. The yield is 0.0240. (5) The catalyst is CC#N. The yield is 0.680. The product is [Cl:1][C:2]1[O:11][C:5]2=[C:6]([NH2:10])[N:7]=[CH:8][C:9]([I:13])=[C:4]2[C:3]=1[CH3:12]. The reactants are [Cl:1][C:2]1[O:11][C:5]2=[C:6]([NH2:10])[N:7]=[CH:8][CH:9]=[C:4]2[C:3]=1[CH3:12].[I:13]N1C(=O)CCC1=O.